This data is from Catalyst prediction with 721,799 reactions and 888 catalyst types from USPTO. The task is: Predict which catalyst facilitates the given reaction. (1) Reactant: [Cl:1][C:2]1[CH:3]=[C:4]([C:9](=O)[CH2:10][C:11]2[CH:16]=[CH:15][CH:14]=[CH:13][CH:12]=2)[CH:5]=[CH:6][C:7]=1[Cl:8].[CH2:18]([O:20][C:21]1[CH:22]=[C:23]([CH:26]=[C:27]([N+:30]([O-:32])=[O:31])[C:28]=1[OH:29])[CH:24]=O)[CH3:19].[NH2:33][C:34]([NH2:36])=[O:35].Cl. Product: [Cl:1][C:2]1[CH:3]=[C:4]([C:9]2[NH:36][C:34](=[O:35])[NH:33][CH:24]([C:23]3[CH:26]=[C:27]([N+:30]([O-:32])=[O:31])[C:28]([OH:29])=[C:21]([O:20][CH2:18][CH3:19])[CH:22]=3)[C:10]=2[C:11]2[CH:16]=[CH:15][CH:14]=[CH:13][CH:12]=2)[CH:5]=[CH:6][C:7]=1[Cl:8]. The catalyst class is: 8. (2) Reactant: [CH2:1]([O:3][CH:4]([O:13][CH2:14][CH3:15])[C:5]#[C:6][C:7](=O)[C:8]([F:11])([F:10])[F:9])[CH3:2].[C:16]([O:20][CH3:21])(=[O:19])[CH2:17][SH:18].CO.C([O-])([O-])=O.[Cs+].[Cs+].[O-]S([O-])(=O)=O.[Mg+2]. Product: [CH3:21][O:20][C:16]([C:17]1[S:18][C:5]([CH:4]([O:13][CH2:14][CH3:15])[O:3][CH2:1][CH3:2])=[CH:6][C:7]=1[C:8]([F:11])([F:10])[F:9])=[O:19]. The catalyst class is: 1. (3) Reactant: [Br:1]N1C(=O)CCC1=O.[CH2:9]([N:11]1[C:19]2[C:14](=[C:15]([O:22][CH2:23][C:24]([F:27])([F:26])[F:25])[CH:16]=[C:17]([CH:20]=[O:21])[CH:18]=2)[CH:13]=[CH:12]1)[CH3:10].O. Product: [Br:1][C:13]1[C:14]2[C:19](=[CH:18][C:17]([CH:20]=[O:21])=[CH:16][C:15]=2[O:22][CH2:23][C:24]([F:25])([F:27])[F:26])[N:11]([CH2:9][CH3:10])[CH:12]=1. The catalyst class is: 3.